This data is from Reaction yield outcomes from USPTO patents with 853,638 reactions. The task is: Predict the reaction yield, written as a fraction of the theoretical maximum amount of product (1.0 means a 100% yield; for example, 0.34 means a 34% yield). The reactants are Cl[C:2]1[N:3]=[C:4]2[CH:10]=[C:9]([C:11]([NH:13][C:14]3[CH:19]=[C:18]([NH:20][C:21](=[O:33])[C:22]4[CH:27]=[CH:26][CH:25]=[C:24]([C:28]([C:31]#[N:32])([CH3:30])[CH3:29])[CH:23]=4)[CH:17]=[CH:16][C:15]=3[CH3:34])=[O:12])[S:8][C:5]2=[N:6][CH:7]=1.[CH2:35]([O:37]C([Sn](CCCC)(CCCC)CCCC)=C)[CH3:36].Cl. The catalyst is O1CCOCC1.Cl[Pd](Cl)([P](C1C=CC=CC=1)(C1C=CC=CC=1)C1C=CC=CC=1)[P](C1C=CC=CC=1)(C1C=CC=CC=1)C1C=CC=CC=1. The product is [C:35]([C:2]1[N:3]=[C:4]2[CH:10]=[C:9]([C:11]([NH:13][C:14]3[CH:19]=[C:18]([NH:20][C:21](=[O:33])[C:22]4[CH:27]=[CH:26][CH:25]=[C:24]([C:28]([C:31]#[N:32])([CH3:30])[CH3:29])[CH:23]=4)[CH:17]=[CH:16][C:15]=3[CH3:34])=[O:12])[S:8][C:5]2=[N:6][CH:7]=1)(=[O:37])[CH3:36]. The yield is 0.256.